Dataset: Full USPTO retrosynthesis dataset with 1.9M reactions from patents (1976-2016). Task: Predict the reactants needed to synthesize the given product. (1) Given the product [CH:1]1[C:14]2[S:13](=[O:15])[C:12]3[C:7](=[CH:8][CH:9]=[CH:10][CH:11]=3)[O:6][C:5]=2[CH:4]=[CH:3][CH:2]=1, predict the reactants needed to synthesize it. The reactants are: [CH:1]1[C:14]2[S:13][C:12]3[C:7](=[CH:8][CH:9]=[CH:10][CH:11]=3)[O:6][C:5]=2[CH:4]=[CH:3][CH:2]=1.[OH:15]O.O. (2) Given the product [Cl:1][C:2]1[C:3]([C:4]([NH:32][C:31]2[C:26]([Cl:25])=[N:27][CH:28]=[CH:29][C:30]=2[CH3:33])=[O:6])=[CH:7][CH:8]=[CH:9][N:10]=1, predict the reactants needed to synthesize it. The reactants are: [Cl:1][C:2]1[N:10]=[CH:9][CH:8]=[CH:7][C:3]=1[C:4]([OH:6])=O.S(Cl)(Cl)=O.ClC1N=CC=CC=1C(Cl)=O.[Cl:25][C:26]1[C:31]([NH2:32])=[C:30]([CH3:33])[CH:29]=[CH:28][N:27]=1. (3) Given the product [NH2:25][C:23]1[N:22]=[CH:21][N:20]=[C:19]2[N:18]([CH:26]([CH3:28])[CH3:27])[N:17]=[C:16]([C:11]3[CH:10]=[C:9]([OH:8])[CH:14]=[C:13]([F:15])[CH:12]=3)[C:24]=12, predict the reactants needed to synthesize it. The reactants are: C([O:8][C:9]1[CH:10]=[C:11]([C:16]2[C:24]3[C:19](=[N:20][CH:21]=[N:22][C:23]=3[NH2:25])[N:18]([CH:26]([CH3:28])[CH3:27])[N:17]=2)[CH:12]=[C:13]([F:15])[CH:14]=1)C1C=CC=CC=1. (4) Given the product [F:5][C:6]1[C:14]2[N:13]=[C:12]([C@H:15]([NH2:25])[CH2:16][C:17]3[CH:22]=[CH:21][C:20]([O:23][CH3:24])=[CH:19][CH:18]=3)[NH:11][C:10]=2[CH:9]=[CH:8][CH:7]=1, predict the reactants needed to synthesize it. The reactants are: N#N.Cl.Cl.[F:5][C:6]1[C:14]2[N:13]=[C:12]([C@H:15]([NH2:25])[CH2:16][C:17]3[CH:22]=[CH:21][C:20]([O:23][CH3:24])=[CH:19][CH:18]=3)[NH:11][C:10]=2[CH:9]=[CH:8][CH:7]=1.[OH-].[Na+].